This data is from Peptide-MHC class II binding affinity with 134,281 pairs from IEDB. The task is: Regression. Given a peptide amino acid sequence and an MHC pseudo amino acid sequence, predict their binding affinity value. This is MHC class II binding data. (1) The peptide sequence is MLWHAMPPELNTARL. The MHC is DRB3_0101 with pseudo-sequence DRB3_0101. The binding affinity (normalized) is 0.209. (2) The peptide sequence is ADNSLDYAANFSHML. The MHC is DRB3_0202 with pseudo-sequence DRB3_0202. The binding affinity (normalized) is 0.476.